Dataset: Reaction yield outcomes from USPTO patents with 853,638 reactions. Task: Predict the reaction yield, written as a fraction of the theoretical maximum amount of product (1.0 means a 100% yield; for example, 0.34 means a 34% yield). The product is [F:14][C:2]([F:13])([F:1])[CH:3]1[N:8]([C:22]([O:24][CH2:25][C:26]2[CH:31]=[CH:30][CH:29]=[CH:28][CH:27]=2)=[O:23])[CH2:7][CH:6]([C:9]([O:11][CH3:12])=[O:10])[CH2:5][CH2:4]1. The yield is 0.613. The reactants are [F:1][C:2]([F:14])([F:13])[CH:3]1[NH:8][CH2:7][CH:6]([C:9]([O:11][CH3:12])=[O:10])[CH2:5][CH2:4]1.C([O-])([O-])=O.[K+].[K+].Cl[C:22]([O:24][CH2:25][C:26]1[CH:31]=[CH:30][CH:29]=[CH:28][CH:27]=1)=[O:23]. The catalyst is C1COCC1.O.